Predict the product of the given reaction. From a dataset of Forward reaction prediction with 1.9M reactions from USPTO patents (1976-2016). (1) Given the reactants F[C:2]1[CH:7]=[CH:6][CH:5]=[CH:4][C:3]=1[CH2:8][C:9](=[O:15])[C:10]([O:12][CH2:13][CH3:14])=[O:11].[Br:16]C1C=C(C=CC=1)CBr.[Mg].C(OCC)(=O)C(OCC)=O, predict the reaction product. The product is: [Br:16][C:2]1[CH:7]=[CH:6][CH:5]=[CH:4][C:3]=1[CH2:8][C:9](=[O:15])[C:10]([O:12][CH2:13][CH3:14])=[O:11]. (2) The product is: [CH3:19][C:7]1[N:6]([CH2:5][C:4]2[CH:20]=[CH:21][C:22]([O:23][Si:24]([CH:28]([CH3:30])[CH3:29])([CH:25]([CH3:26])[CH3:27])[CH:31]([CH3:33])[CH3:32])=[C:2]([C:34]3[CH:39]=[CH:38][CH:37]=[CH:36][CH:35]=3)[CH:3]=2)[C:14]2[C:9]([CH:8]=1)=[C:10]([N+:16]([O-:18])=[O:17])[CH:11]=[CH:12][C:13]=2[CH3:15]. Given the reactants Br[C:2]1[CH:3]=[C:4]([CH:20]=[CH:21][C:22]=1[O:23][Si:24]([CH:31]([CH3:33])[CH3:32])([CH:28]([CH3:30])[CH3:29])[CH:25]([CH3:27])[CH3:26])[CH2:5][N:6]1[C:14]2[C:9](=[C:10]([N+:16]([O-:18])=[O:17])[CH:11]=[CH:12][C:13]=2[CH3:15])[CH:8]=[C:7]1[CH3:19].[C:34]1(B(O)O)[CH:39]=[CH:38][CH:37]=[CH:36][CH:35]=1.P([O-])([O-])([O-])=O.[K+].[K+].[K+], predict the reaction product. (3) Given the reactants C(=O)([O-])[O-].[K+].[K+].[F:7][C:8]1[C:13]([F:14])=[CH:12][C:11]([C:15]2[CH:20]=[CH:19][C:18]([OH:21])=[CH:17][CH:16]=2)=[C:10]([O:22][CH3:23])[CH:9]=1.C(OC([N:31]1[CH2:36][CH2:35][CH2:34][CH:33]([CH2:37]Br)[CH2:32]1)=O)(C)(C)C, predict the reaction product. The product is: [F:7][C:8]1[C:13]([F:14])=[CH:12][C:11]([C:15]2[CH:16]=[CH:17][C:18]([O:21][CH2:37][CH:33]3[CH2:34][CH2:35][CH2:36][NH:31][CH2:32]3)=[CH:19][CH:20]=2)=[C:10]([O:22][CH3:23])[CH:9]=1. (4) Given the reactants [H-].[Na+].C(O[C:11]([NH:13][CH:14]1[N:20]=[C:19]([CH:21]([CH3:23])[CH3:22])[C:18]2[CH:24]=[CH:25][CH:26]=[CH:27][C:17]=2[NH:16][C:15]1=[O:28])=[O:12])C1C=CC=CC=1.Br[CH2:30][C:31]([N:33]1[CH2:39][CH:38]2[CH2:40][CH2:41][CH:35]([CH2:36][CH2:37]2)[CH2:34]1)=[O:32].CN(C)[CH:44]=[O:45], predict the reaction product. The product is: [CH:35]12[CH2:41][CH2:40][CH:38]([CH2:37][CH2:36]1)[CH2:39][N:33]([C:31]([CH2:30][N:16]1[C:17]3[CH:27]=[CH:26][CH:25]=[CH:24][C:18]=3[C:19]([CH:21]([CH3:22])[CH3:23])=[N:20][C:14]([N:13]=[C:11]=[O:12])([O:45][CH2:44][C:17]3[CH:27]=[CH:26][CH:25]=[CH:24][CH:18]=3)[C:15]1=[O:28])=[O:32])[CH2:34]2. (5) Given the reactants F[C:2](F)(F)C1C=C(C=CC=1)C=O.[CH:13]1([CH:19]([CH:31]2[CH2:36][CH2:35][CH2:34][CH2:33][CH2:32]2)[C:20]([NH:22][C@H:23]2[C@H:30]3[C@H:26]([CH2:27][NH:28][CH2:29]3)[CH2:25][CH2:24]2)=[O:21])[CH2:18][CH2:17][CH2:16][CH2:15][CH2:14]1.[CH:37]1([CH:43]([CH:55]2[CH2:60][CH2:59][CH2:58][CH2:57][CH2:56]2)[C:44](N[C@@H]2[C@H]3[C@H](CNC3)CC2)=O)[CH2:42][CH2:41][CH2:40][CH2:39][CH2:38]1, predict the reaction product. The product is: [CH:31]1([CH:19]([CH:13]2[CH2:14][CH2:15][CH2:16][CH2:17][CH2:18]2)[C:20]([NH:22][C@H:23]2[C@H:30]3[C@H:26]([CH2:27][N:28]([CH2:2][CH2:44][CH:43]([C:37]4[CH:38]=[CH:39][CH:40]=[CH:41][CH:42]=4)[C:55]4[CH:56]=[CH:57][CH:58]=[CH:59][CH:60]=4)[CH2:29]3)[CH2:25][CH2:24]2)=[O:21])[CH2:36][CH2:35][CH2:34][CH2:33][CH2:32]1. (6) Given the reactants [C:1]([O:9][CH2:10][CH3:11])(=[O:8])[CH2:2][C:3]([O:5][CH2:6][CH3:7])=[O:4].[H-].[Na+].[Cl:14][C:15]1[N:24]=[C:23](Cl)[C:22]2[C:17](=[CH:18][C:19]([O:28][CH3:29])=[C:20]([O:26][CH3:27])[CH:21]=2)[N:16]=1.O, predict the reaction product. The product is: [Cl:14][C:15]1[N:24]=[C:23]([CH:2]([C:3]([O:5][CH2:6][CH3:7])=[O:4])[C:1]([O:9][CH2:10][CH3:11])=[O:8])[C:22]2[C:17](=[CH:18][C:19]([O:28][CH3:29])=[C:20]([O:26][CH3:27])[CH:21]=2)[N:16]=1. (7) Given the reactants [C:1](=[O:4])([O-:3])[O-:2].O[C:6]1[C:11]([O:12][CH3:13])=[CH:10][C:9]([C:14]([O:16][C@H:17]2[C@H:37]([O:38][CH3:39])[C@@H:36]([C:40]([O:42][CH3:43])=[O:41])[C@@H:35]3[C@@H:19]([CH2:20][N:21]4[C@H:33]([CH2:34]3)[C:32]3[NH:31][C:30]5[C:25](=[CH:26][CH:27]=[C:28]([O:44][CH3:45])[CH:29]=5)[C:24]=3[CH2:23][CH2:22]4)[CH2:18]2)=[O:15])=[CH:8][C:7]=1[O:46][CH3:47], predict the reaction product. The product is: [CH3:47][O:46][C:7]1[CH:8]=[C:9]([C:14]([O:16][C@H:17]2[C@H:37]([O:38][CH3:39])[C@@H:36]([C:40]([O:42][CH3:43])=[O:41])[C@@H:35]3[C@@H:19]([CH2:20][N:21]4[C@H:33]([CH2:34]3)[C:32]3[NH:31][C:30]5[C:25](=[CH:26][CH:27]=[C:28]([O:44][CH3:45])[CH:29]=5)[C:24]=3[CH2:23][CH2:22]4)[CH2:18]2)=[O:15])[CH:10]=[C:11]([O:12][CH3:13])[C:6]=1[O:4][C:1]([O:3][CH2:18][C:19]1[CH:20]=[N:21][CH:33]=[CH:34][CH:35]=1)=[O:2].